This data is from Catalyst prediction with 721,799 reactions and 888 catalyst types from USPTO. The task is: Predict which catalyst facilitates the given reaction. (1) Reactant: [C:1]1([O:7][C:8](=[O:34])[N:9]([C:19]2[CH:24]=[C:23]([O:25][C:26]3[CH:31]=[CH:30][C:29]([NH2:32])=[C:28]([F:33])[CH:27]=3)[CH:22]=[CH:21][N:20]=2)[C:10]([O:12][C:13]2[CH:18]=[CH:17][CH:16]=[CH:15][CH:14]=2)=[O:11])[CH:6]=[CH:5][CH:4]=[CH:3][CH:2]=1.[F:35][C:36]1[CH:41]=[C:40]([F:42])[CH:39]=[CH:38][C:37]=1[NH:43][C:44]([C:46]1([C:49](O)=[O:50])[CH2:48][CH2:47]1)=[O:45].C(N(CC)CC)C.F[P-](F)(F)(F)(F)F.N1(O[P+](N(C)C)(N(C)C)N(C)C)C2C=CC=CC=2N=N1. Product: [C:1]1([O:7][C:8](=[O:34])[N:9]([C:19]2[CH:24]=[C:23]([O:25][C:26]3[CH:31]=[CH:30][C:29]([NH:32][C:49]([C:46]4([C:44](=[O:45])[NH:43][C:37]5[CH:38]=[CH:39][C:40]([F:42])=[CH:41][C:36]=5[F:35])[CH2:48][CH2:47]4)=[O:50])=[C:28]([F:33])[CH:27]=3)[CH:22]=[CH:21][N:20]=2)[C:10]([O:12][C:13]2[CH:14]=[CH:15][CH:16]=[CH:17][CH:18]=2)=[O:11])[CH:2]=[CH:3][CH:4]=[CH:5][CH:6]=1. The catalyst class is: 9. (2) Reactant: Cl[C:2]1[N:7]=[CH:6][N:5]=[C:4]([C:8]2[CH:17]=[CH:16][CH:15]=[CH:14][C:9]=2[C:10]([O:12][CH3:13])=[O:11])[CH:3]=1.C(N(CC)CC)C. Product: [N:7]1[CH:2]=[CH:3][C:4]([C:8]2[CH:17]=[CH:16][CH:15]=[CH:14][C:9]=2[C:10]([O:12][CH3:13])=[O:11])=[N:5][CH:6]=1. The catalyst class is: 129.